From a dataset of Peptide-MHC class I binding affinity with 185,985 pairs from IEDB/IMGT. Regression. Given a peptide amino acid sequence and an MHC pseudo amino acid sequence, predict their binding affinity value. This is MHC class I binding data. (1) The peptide sequence is SLLNATDIAV. The MHC is HLA-A01:01 with pseudo-sequence HLA-A01:01. The binding affinity (normalized) is 0. (2) The peptide sequence is SMMNITRLEV. The MHC is HLA-A02:03 with pseudo-sequence HLA-A02:03. The binding affinity (normalized) is 0.964. (3) The MHC is HLA-A03:01 with pseudo-sequence HLA-A03:01. The binding affinity (normalized) is 0. The peptide sequence is HKGYVVSRR.